This data is from Forward reaction prediction with 1.9M reactions from USPTO patents (1976-2016). The task is: Predict the product of the given reaction. (1) The product is: [Cl:10][C:7]1[CH:8]=[CH:9][C:2]([NH:1][C:20](=[O:23])[O:21][CH3:22])=[C:3]([C:4]#[N:5])[CH:6]=1. Given the reactants [NH2:1][C:2]1[CH:9]=[CH:8][C:7]([Cl:10])=[CH:6][C:3]=1[C:4]#[N:5].CN(C1C=CC=CN=1)C.[C:20](Cl)(=[O:23])[O:21][CH3:22].O, predict the reaction product. (2) Given the reactants C(OC([N:8]([C:38]1[CH:43]=[C:42]([C:44]#[N:45])[CH:41]=[CH:40][N:39]=1)[C:9]1[N:14]=[C:13]([C:15]2[CH:16]=[N:17][CH:18]=[C:19]([N:21]3[CH2:26][CH2:25][N:24](C(OC(C)(C)C)=O)[C:23](=[O:34])[CH2:22]3)[CH:20]=2)[CH:12]=[C:11]([CH:35]2[CH2:37][CH2:36]2)[CH:10]=1)=O)(C)(C)C.CS(O)(=O)=O.C(=O)([O-])O.[Na+], predict the reaction product. The product is: [CH:35]1([C:11]2[CH:10]=[C:9]([NH:8][C:38]3[CH:43]=[C:42]([C:44]#[N:45])[CH:41]=[CH:40][N:39]=3)[N:14]=[C:13]([C:15]3[CH:16]=[N:17][CH:18]=[C:19]([N:21]4[CH2:26][CH2:25][NH:24][C:23](=[O:34])[CH2:22]4)[CH:20]=3)[CH:12]=2)[CH2:36][CH2:37]1. (3) Given the reactants [N+:1]([C:4]1[CH:9]=[CH:8][C:7]([NH:10][CH2:11][CH:12]([OH:15])[CH2:13][OH:14])=[CH:6][C:5]=1[CH3:16])([O-])=O.C1(N)C(F)=C(F)C(F)=C(N)C=1F.[ClH:29].Cl, predict the reaction product. The product is: [ClH:29].[ClH:29].[NH2:1][C:4]1[CH:9]=[CH:8][C:7]([NH:10][CH2:11][CH:12]([OH:15])[CH2:13][OH:14])=[CH:6][C:5]=1[CH3:16]. (4) Given the reactants [F:1][C:2]([F:58])([F:57])[C:3]1[CH:4]=[C:5]([CH:50]=[C:51]([C:53]([F:56])([F:55])[F:54])[CH:52]=1)[CH2:6][N:7]([CH2:20][C:21]1[CH:26]=[C:25]([C:27]([F:30])([F:29])[F:28])[CH:24]=[CH:23][C:22]=1[N:31]([CH2:43][CH2:44][O:45][C:46](C)(C)[CH3:47])[CH2:32][CH2:33][CH2:34][CH2:35][CH2:36][CH2:37][C:38]([O:40][CH2:41][CH3:42])=[O:39])[C:8]1[N:13]=[CH:12][C:11]([N:14]2[CH2:19][CH2:18][O:17][CH2:16][CH2:15]2)=[CH:10][N:9]=1.C(=O)(O)[O-:60].[Na+], predict the reaction product. The product is: [C:46]([O:45][CH2:44][CH2:43][N:31]([C:22]1[CH:23]=[CH:24][C:25]([C:27]([F:29])([F:30])[F:28])=[CH:26][C:21]=1[CH2:20][N:7]([CH2:6][C:5]1[CH:50]=[C:51]([C:53]([F:55])([F:54])[F:56])[CH:52]=[C:3]([C:2]([F:58])([F:1])[F:57])[CH:4]=1)[C:8]1[N:9]=[CH:10][C:11]([N:14]2[CH2:19][CH2:18][O:17][CH2:16][CH2:15]2)=[CH:12][N:13]=1)[CH2:32][CH2:33][CH2:34][CH2:35][CH2:36][CH2:37][C:38]([O:40][CH2:41][CH3:42])=[O:39])(=[O:60])[CH3:47]. (5) Given the reactants [C:1]([C:4]1[CH:12]=[C:11]2[C:7]([C:8]3[C:16]([C:17]4[CH:22]=[CH:21][CH:20]=[C:19]([N:23]5[CH2:31][C:30]6[C:25](=[CH:26][C:27]([O:32][CH3:33])=[CH:28][CH:29]=6)[C:24]5=[O:34])[C:18]=4[CH3:35])=[CH:15][N:14]=[C:13]([C:36]([NH2:38])=[O:37])[C:9]=3[NH:10]2)=[CH:6][CH:5]=1)(=[O:3])[CH3:2].[BH4-].[Na+], predict the reaction product. The product is: [OH:3][CH:1]([C:4]1[CH:12]=[C:11]2[C:7]([C:8]3[C:16]([C:17]4[CH:22]=[CH:21][CH:20]=[C:19]([N:23]5[CH2:31][C:30]6[C:25](=[CH:26][C:27]([O:32][CH3:33])=[CH:28][CH:29]=6)[C:24]5=[O:34])[C:18]=4[CH3:35])=[CH:15][N:14]=[C:13]([C:36]([NH2:38])=[O:37])[C:9]=3[NH:10]2)=[CH:6][CH:5]=1)[CH3:2].